Dataset: Catalyst prediction with 721,799 reactions and 888 catalyst types from USPTO. Task: Predict which catalyst facilitates the given reaction. (1) Reactant: [OH:1][CH2:2][CH2:3][CH2:4][CH2:5][C:6]1[C:14]2[C:9](=[CH:10][CH:11]=[C:12]([C:15]#[N:16])[CH:13]=2)[NH:8][CH:7]=1.C(N(CC)CC)C.CS(C)=O. Product: [O:1]=[CH:2][CH2:3][CH2:4][CH2:5][C:6]1[C:14]2[C:9](=[CH:10][CH:11]=[C:12]([C:15]#[N:16])[CH:13]=2)[NH:8][CH:7]=1. The catalyst class is: 4. (2) Reactant: C(OC([N:11]1[CH2:17][CH2:16][CH:15]2[CH:13]([O:14]2)[CH2:12]1)=O)C1C=CC=CC=1.[C:26](O[C:26]([O:28][C:29]([CH3:32])([CH3:31])[CH3:30])=[O:27])([O:28][C:29]([CH3:32])([CH3:31])[CH3:30])=[O:27]. Product: [C:29]([O:28][C:26]([N:11]1[CH2:17][CH2:16][CH:15]2[CH:13]([O:14]2)[CH2:12]1)=[O:27])([CH3:30])([CH3:31])[CH3:32]. The catalyst class is: 8. (3) The catalyst class is: 12. Product: [C:17]([O:16][C:14]([N:11]1[CH2:12][CH2:13][C:8]([C:5]2[CH:6]=[CH:7][C:2]([Cl:1])=[C:3]([F:23])[CH:4]=2)([C:21]([OH:42])=[O:25])[CH2:9][CH2:10]1)=[O:15])([CH3:20])([CH3:19])[CH3:18]. Reactant: [Cl:1][C:2]1[CH:7]=[CH:6][C:5]([C:8]2([C:21]#N)[CH2:13][CH2:12][N:11]([C:14]([O:16][C:17]([CH3:20])([CH3:19])[CH3:18])=[O:15])[CH2:10][CH2:9]2)=[CH:4][C:3]=1[F:23].Cl.[OH-:25].[Na+].CC(OC(OC(OC(C)(C)C)=O)=O)(C)C.[OH2:42]. (4) Reactant: [C:1]([C:4]1[C:12]2[N:11]=[C:10]([CH:13]3[CH2:18][CH2:17][N:16](C(OC(C)(C)C)=O)[CH2:15][CH2:14]3)[NH:9][C:8]=2[CH:7]=[CH:6][CH:5]=1)(=[O:3])[NH2:2].FC(F)(F)C(O)=O.C(=O)(O)[O-].[Na+]. Product: [NH:16]1[CH2:17][CH2:18][CH:13]([C:10]2[NH:9][C:8]3[CH:7]=[CH:6][CH:5]=[C:4]([C:1]([NH2:2])=[O:3])[C:12]=3[N:11]=2)[CH2:14][CH2:15]1. The catalyst class is: 4. (5) Reactant: [CH3:1][O:2][C:3]1[C:12]([CH3:13])=[C:11]2[C:6]([C:7]([O:22][CH:23]3[CH2:40][CH:39]4[CH:25]([C:26](=[O:46])[N:27]([CH3:45])[CH2:28][CH2:29][CH2:30][CH2:31][CH:32]=[CH:33][CH:34]5[C:36]([C:42](O)=[O:43])([NH:37][C:38]4=[O:41])[CH2:35]5)[CH2:24]3)=[N:8][C:9]([C:14]3[CH:19]=[CH:18][C:17]([O:20][CH3:21])=[CH:16][CH:15]=3)=[N:10]2)=[CH:5][CH:4]=1.C(N1C=CN=C1)(N1C=CN=C1)=O.C1CCN2C(=NCCC2)CC1.[CH:70]1([S:73]([NH2:76])(=[O:75])=[O:74])[CH2:72][CH2:71]1. Product: [CH3:1][O:2][C:3]1[C:12]([CH3:13])=[C:11]2[C:6]([C:7]([O:22][CH:23]3[CH2:40][CH:39]4[CH:25]([C:26](=[O:46])[N:27]([CH3:45])[CH2:28][CH2:29][CH2:30][CH2:31][CH:32]=[CH:33][CH:34]5[C:36]([C:42]([NH:76][S:73]([CH:70]6[CH2:72][CH2:71]6)(=[O:75])=[O:74])=[O:43])([NH:37][C:38]4=[O:41])[CH2:35]5)[CH2:24]3)=[N:8][C:9]([C:14]3[CH:15]=[CH:16][C:17]([O:20][CH3:21])=[CH:18][CH:19]=3)=[N:10]2)=[CH:5][CH:4]=1. The catalyst class is: 56.